Dataset: Forward reaction prediction with 1.9M reactions from USPTO patents (1976-2016). Task: Predict the product of the given reaction. (1) Given the reactants C[CH:2]([S:4](Cl)(=[O:6])=[O:5])C.[N:8]1[CH:9]=[CH:10][N:11]2[CH:16]=[CH:15][C:14]([CH2:17][NH:18][C:19](=[O:31])[C:20]3[CH:25]=[CH:24][C:23]([CH:26]4[CH2:30][CH2:29][NH:28][CH2:27]4)=[CH:22][CH:21]=3)=[CH:13][C:12]=12.N1CC(C2C=CC(C(NCC3C=CN4C=CN=C4C=3)=O)=CC=2)C1, predict the reaction product. The product is: [N:8]1[CH:9]=[CH:10][N:11]2[CH:16]=[CH:15][C:14]([CH2:17][NH:18][C:19](=[O:31])[C:20]3[CH:21]=[CH:22][C:23]([CH:26]4[CH2:30][CH2:29][N:28]([S:4]([CH3:2])(=[O:6])=[O:5])[CH2:27]4)=[CH:24][CH:25]=3)=[CH:13][C:12]=12. (2) Given the reactants [S:1]1[C:5]2[CH:6]=[CH:7][CH:8]=[CH:9][C:4]=2[C:3]([N:10]2[CH2:15][CH2:14][N:13]([CH2:16][CH2:17][CH2:18][C:19]3[CH:24]=[CH:23][CH:22]=[CH:21][C:20]=3[NH2:25])[CH2:12][CH2:11]2)=[N:2]1.[F:26][C:27]1[CH:32]=[CH:31][CH:30]=[CH:29][C:28]=1[S:33](Cl)(=[O:35])=[O:34], predict the reaction product. The product is: [S:1]1[C:5]2[CH:6]=[CH:7][CH:8]=[CH:9][C:4]=2[C:3]([N:10]2[CH2:15][CH2:14][N:13]([CH2:16][CH2:17][CH2:18][C:19]3[CH:24]=[CH:23][CH:22]=[CH:21][C:20]=3[NH:25][S:33]([C:28]3[CH:29]=[CH:30][CH:31]=[CH:32][C:27]=3[F:26])(=[O:35])=[O:34])[CH2:12][CH2:11]2)=[N:2]1. (3) Given the reactants [O:1]=[C:2]1[N:6]2[C:7]3[CH:14]=[CH:13][C:12]([N:15]4[CH2:20][CH2:19][CH2:18][CH2:17][C:16]4=[O:21])=[CH:11][C:8]=3[O:9][CH2:10][C@H:5]2[C@@H:4]([CH2:22]CS([O-])(=O)=O)[O:3]1.[K].[C:29]1(=[O:39])[NH:33][C:32](=[O:34])[C:31]2=[CH:35][CH:36]=[CH:37][CH:38]=[C:30]12, predict the reaction product. The product is: [O:1]=[C:2]1[N:6]2[C:7]3[CH:14]=[CH:13][C:12]([N:15]4[CH2:20][CH2:19][CH2:18][CH2:17][C:16]4=[O:21])=[CH:11][C:8]=3[O:9][CH2:10][C@H:5]2[C@H:4]([CH2:22][N:33]2[C:29](=[O:39])[C:30]3[C:31](=[CH:35][CH:36]=[CH:37][CH:38]=3)[C:32]2=[O:34])[O:3]1. (4) Given the reactants [F:1][C:2]1[CH:7]=[CH:6][CH:5]=[CH:4][C:3]=1[C@H:8]([O:10][C:11](=[O:27])[NH:12][C:13]1[C:14]([CH3:26])=[N:15][O:16][C:17]=1[C:18]1[CH:23]=[CH:22][C:21]([CH2:24]Cl)=[CH:20][CH:19]=1)[CH3:9].[CH2:28]([O:30][C:31]([CH2:33][C:34]1[CH:35]=[CH:36][C:37]([F:43])=[C:38](B(O)O)[CH:39]=1)=[O:32])[CH3:29], predict the reaction product. The product is: [CH2:28]([O:30][C:31](=[O:32])[CH2:33][C:34]1[CH:39]=[CH:38][C:37]([F:43])=[C:36]([CH2:24][C:21]2[CH:22]=[CH:23][C:18]([C:17]3[O:16][N:15]=[C:14]([CH3:26])[C:13]=3[NH:12][C:11]([O:10][C@@H:8]([C:3]3[CH:4]=[CH:5][CH:6]=[CH:7][C:2]=3[F:1])[CH3:9])=[O:27])=[CH:19][CH:20]=2)[CH:35]=1)[CH3:29]. (5) The product is: [Cl:1][C:2]1[CH:3]=[CH:4][C:5]2[N:11]3[CH:12]=[CH:13][CH:14]=[C:10]3[C@@H:9]([CH2:15][CH2:16][C:17]([N:19]3[CH2:24][CH2:23][CH:22]([CH2:25][O:26][CH2:27][C:28]([OH:30])=[O:29])[CH2:21][CH2:20]3)=[O:18])[O:8][C@H:7]([C:32]3[CH:37]=[CH:36][CH:35]=[C:34]([O:38][CH3:39])[C:33]=3[O:40][CH3:41])[C:6]=2[CH:42]=1. Given the reactants [Cl:1][C:2]1[CH:3]=[CH:4][C:5]2[N:11]3[CH:12]=[CH:13][CH:14]=[C:10]3[C@@H:9]([CH2:15][CH2:16][C:17]([N:19]3[CH2:24][CH2:23][CH:22]([CH2:25][O:26][CH2:27][C:28]([O:30]C)=[O:29])[CH2:21][CH2:20]3)=[O:18])[O:8][C@H:7]([C:32]3[CH:37]=[CH:36][CH:35]=[C:34]([O:38][CH3:39])[C:33]=3[O:40][CH3:41])[C:6]=2[CH:42]=1, predict the reaction product. (6) Given the reactants I[C:2]1[C:10]2[C:5](=[CH:6][C:7]([C:11]([NH:13][CH3:14])=[O:12])=[CH:8][CH:9]=2)[NH:4][N:3]=1.[C:15]([O:19][C:20]([N:22]1[C:30]2[C:25](=[CH:26][C:27]([CH2:31][CH2:32][CH2:33][CH:34]3[O:38][CH2:37][CH2:36][O:35]3)=[CH:28][CH:29]=2)[CH:24]=[C:23]1B(O)O)=[O:21])([CH3:18])([CH3:17])[CH3:16].[Cl-].[Li+].C(=O)([O-])[O-].[Na+].[Na+], predict the reaction product. The product is: [O:35]1[CH2:36][CH2:37][O:38][CH:34]1[CH2:33][CH2:32][CH2:31][C:27]1[CH:26]=[C:25]2[C:30](=[CH:29][CH:28]=1)[N:22]([C:20]([O:19][C:15]([CH3:18])([CH3:17])[CH3:16])=[O:21])[C:23]([C:2]1[C:10]3[C:5](=[CH:6][C:7]([C:11]([NH:13][CH3:14])=[O:12])=[CH:8][CH:9]=3)[NH:4][N:3]=1)=[CH:24]2. (7) Given the reactants [Br:1][C:2]1[CH:7]=[CH:6][C:5]([S:8](Cl)(=[O:10])=[O:9])=[C:4]([F:12])[CH:3]=1.[C:13]1([CH2:19][NH2:20])[CH:18]=[CH:17][CH:16]=[CH:15][CH:14]=1, predict the reaction product. The product is: [CH2:19]([NH:20][S:8]([C:5]1[CH:6]=[CH:7][C:2]([Br:1])=[CH:3][C:4]=1[F:12])(=[O:10])=[O:9])[C:13]1[CH:18]=[CH:17][CH:16]=[CH:15][CH:14]=1. (8) Given the reactants Br[CH2:2][C:3]1[CH:4]=[C:5]([CH:11]=[C:12]([C:14]2([C:19]#[N:20])[CH2:18][CH2:17][CH2:16][CH2:15]2)[CH:13]=1)[C:6]([O:8][CH2:9][CH3:10])=[O:7].[C:21]([O:25][C:26]([NH:28][C:29]([CH3:39])([CH2:32][C:33]1[CH:38]=[CH:37][CH:36]=[CH:35][CH:34]=1)[CH2:30][OH:31])=[O:27])([CH3:24])([CH3:23])[CH3:22].C(C1C=CC=C(C(C)(C)C)N=1)(C)(C)C, predict the reaction product. The product is: [C:21]([O:25][C:26]([NH:28][C:29]([CH3:39])([CH2:32][C:33]1[CH:34]=[CH:35][CH:36]=[CH:37][CH:38]=1)[CH2:30][O:31][CH2:2][C:3]1[CH:4]=[C:5]([CH:11]=[C:12]([C:14]2([C:19]#[N:20])[CH2:18][CH2:17][CH2:16][CH2:15]2)[CH:13]=1)[C:6]([O:8][CH2:9][CH3:10])=[O:7])=[O:27])([CH3:24])([CH3:22])[CH3:23]. (9) Given the reactants [CH3:1][C@H:2]1[N:7]2[C:8]3[CH:9]=[CH:10][C:11]([O:15][CH2:16][CH2:17][CH2:18][N:19]4C[CH2:23][CH2:22][CH2:21][CH2:20]4)=[CH:12][C:13]=3[CH:14]=[C:6]2[C:5](=[O:25])[NH:4][CH2:3]1.[OH:26][C@@H]1CCNC1.C(=O)([O-])[O-].[K+].[K+].[I-].[K+], predict the reaction product. The product is: [OH:26][C@@H:21]1[CH2:22][CH2:23][N:19]([CH2:18][CH2:17][CH2:16][O:15][C:11]2[CH:10]=[CH:9][C:8]3[N:7]4[C@H:2]([CH3:1])[CH2:3][NH:4][C:5](=[O:25])[C:6]4=[CH:14][C:13]=3[CH:12]=2)[CH2:20]1.